From a dataset of Peptide-MHC class II binding affinity with 134,281 pairs from IEDB. Regression. Given a peptide amino acid sequence and an MHC pseudo amino acid sequence, predict their binding affinity value. This is MHC class II binding data. (1) The peptide sequence is HIDLLVGSATLCSALYVGDL. The MHC is DRB1_0401 with pseudo-sequence DRB1_0401. The binding affinity (normalized) is 0.589. (2) The peptide sequence is SSTVKLRQNEFGPAR. The MHC is DRB3_0101 with pseudo-sequence DRB3_0101. The binding affinity (normalized) is 0.